Task: Predict the product of the given reaction.. Dataset: Forward reaction prediction with 1.9M reactions from USPTO patents (1976-2016) (1) The product is: [Br:27][C:28]1[CH:36]=[CH:35][C:31]([C:32]([N:12]2[CH2:13][CH2:14][C:9]([CH2:15][N:16]3[C:21](=[O:22])[C:20]4[CH:23]=[N:24][N:25]([CH3:26])[C:19]=4[N:18]=[CH:17]3)([OH:8])[CH2:10][CH2:11]2)=[O:33])=[CH:30][CH:29]=1. Given the reactants FC(F)(F)C(O)=O.[OH:8][C:9]1([CH2:15][N:16]2[C:21](=[O:22])[C:20]3[CH:23]=[N:24][N:25]([CH3:26])[C:19]=3[N:18]=[CH:17]2)[CH2:14][CH2:13][NH:12][CH2:11][CH2:10]1.[Br:27][C:28]1[CH:36]=[CH:35][C:31]([C:32](O)=[O:33])=[CH:30][CH:29]=1.O.OC1C2N=NNC=2C=CC=1.C(N(CC)CC)C, predict the reaction product. (2) The product is: [Cl:14][C:11]1[C:10]([F:15])=[C:9]2[C:8]([CH2:7][CH2:6][NH:5][C:4]2=[O:3])=[CH:13][CH:12]=1. Given the reactants C([O:3][C:4](=O)[NH:5][CH2:6][CH2:7][C:8]1[CH:13]=[CH:12][C:11]([Cl:14])=[C:10]([F:15])[CH:9]=1)C.O=P12OP3(OP(OP(O3)(O1)=O)(=O)O2)=O, predict the reaction product. (3) Given the reactants Cl.Cl.[NH2:3][CH2:4][CH2:5][CH2:6][CH2:7][CH2:8][CH2:9][CH2:10][CH2:11][CH2:12][N:13]1[CH2:18][CH2:17][CH:16]([O:19][C:20](=[O:34])[NH:21][C:22]2[CH:27]=[CH:26][CH:25]=[CH:24][C:23]=2[C:28]2[CH:33]=[CH:32][CH:31]=[CH:30][CH:29]=2)[CH2:15][CH2:14]1.[F:35][C:36]1[C:37]([OH:46])=[C:38]([CH:42]=[CH:43][C:44]=1[F:45])[C:39](O)=[O:40], predict the reaction product. The product is: [F:35][C:36]1[C:37]([OH:46])=[C:38]([CH:42]=[CH:43][C:44]=1[F:45])[C:39]([NH:3][CH2:4][CH2:5][CH2:6][CH2:7][CH2:8][CH2:9][CH2:10][CH2:11][CH2:12][N:13]1[CH2:18][CH2:17][CH:16]([O:19][C:20](=[O:34])[NH:21][C:22]2[CH:27]=[CH:26][CH:25]=[CH:24][C:23]=2[C:28]2[CH:33]=[CH:32][CH:31]=[CH:30][CH:29]=2)[CH2:15][CH2:14]1)=[O:40]. (4) Given the reactants [Cl:1][C:2]1[CH:3]=[CH:4][C:5]2[NH:11][C:10](=S)[C@@H:9]([CH2:13][C:14]([O:16][CH:17]([CH3:19])[CH3:18])=[O:15])[S:8][C@H:7]([C:20]3[CH:25]=[CH:24][CH:23]=[C:22]([O:26][CH3:27])[CH:21]=3)[C:6]=2[CH:28]=1.O.[NH2:30][NH2:31].[F:32][C:33]([F:44])([F:43])[C:34](O[C:34](=O)[C:33]([F:44])([F:43])[F:32])=O.FC(F)(F)C(O)=O, predict the reaction product. The product is: [Cl:1][C:2]1[CH:3]=[CH:4][C:5]2[N:11]3[C:34]([C:33]([F:44])([F:43])[F:32])=[N:30][N:31]=[C:10]3[C@@H:9]([CH2:13][C:14]([O:16][CH:17]([CH3:19])[CH3:18])=[O:15])[S:8][C@H:7]([C:20]3[CH:25]=[CH:24][CH:23]=[C:22]([O:26][CH3:27])[CH:21]=3)[C:6]=2[CH:28]=1. (5) Given the reactants [Cl:1][C:2]1[CH:3]=[C:4]([C:8]2[C:13]3[N:14]([CH:17]([C@H:19]4[CH2:24][CH2:23][C@H:22]([CH3:25])[CH2:21][CH2:20]4)[CH3:18])[CH:15]=[N:16][C:12]=3[CH:11]=[C:10]([C:26]#[N:27])[N:9]=2)[CH:5]=[N:6][CH:7]=1.P([O-])([O-])(O)=O.[Na+].[Na+].[Br:35]N1C(C)(C)C(=O)N(Br)C1=O, predict the reaction product. The product is: [Br:35][C:15]1[N:14]([C@H:17]([C@H:19]2[CH2:24][CH2:23][C@H:22]([CH3:25])[CH2:21][CH2:20]2)[CH3:18])[C:13]2[C:8]([C:4]3[CH:5]=[N:6][CH:7]=[C:2]([Cl:1])[CH:3]=3)=[N:9][C:10]([C:26]#[N:27])=[CH:11][C:12]=2[N:16]=1.[Br:35][C:15]1[N:14]([C@@H:17]([C@H:19]2[CH2:24][CH2:23][C@H:22]([CH3:25])[CH2:21][CH2:20]2)[CH3:18])[C:13]2[C:8]([C:4]3[CH:5]=[N:6][CH:7]=[C:2]([Cl:1])[CH:3]=3)=[N:9][C:10]([C:26]#[N:27])=[CH:11][C:12]=2[N:16]=1. (6) Given the reactants [NH:1]1[CH2:6][CH2:5][CH:4]([CH2:7][NH:8][C:9](=[O:15])[O:10][C:11]([CH3:14])([CH3:13])[CH3:12])[CH2:3][CH2:2]1.[C:16]1([C:25]2[CH:30]=[CH:29][CH:28]=[CH:27][CH:26]=2)[CH:21]=[CH:20][C:19]([C:22](=O)[CH3:23])=[CH:18][CH:17]=1.[C:31]([Al](CC)CC)#[N:32], predict the reaction product. The product is: [C:16]1([C:25]2[CH:30]=[CH:29][CH:28]=[CH:27][CH:26]=2)[CH:21]=[CH:20][C:19]([C:22]([N:1]2[CH2:6][CH2:5][CH:4]([CH2:7][NH:8][C:9](=[O:15])[O:10][C:11]([CH3:12])([CH3:14])[CH3:13])[CH2:3][CH2:2]2)([C:31]#[N:32])[CH3:23])=[CH:18][CH:17]=1. (7) Given the reactants [Cl:1][C:2]1[CH:3]=[C:4]([O:11][CH2:12][C:13]2[C:18]([F:19])=[CH:17][CH:16]=[CH:15][C:14]=2[F:20])[C:5]([N+:8]([O-])=O)=[N:6][CH:7]=1.Cl.C([O-])(=O)C.[Na+], predict the reaction product. The product is: [Cl:1][C:2]1[CH:3]=[C:4]([O:11][CH2:12][C:13]2[C:14]([F:20])=[CH:15][CH:16]=[CH:17][C:18]=2[F:19])[C:5]([NH2:8])=[N:6][CH:7]=1.